Predict the product of the given reaction. From a dataset of Forward reaction prediction with 1.9M reactions from USPTO patents (1976-2016). (1) Given the reactants [C:1]([CH:3]([C:14](=[O:21])[CH2:15][CH:16](OC)OC)[C:4]([NH:6][CH:7]([CH:11]1[CH2:13][CH2:12]1)[CH:8]([CH3:10])[CH3:9])=[O:5])#[N:2].[CH3:22]C1C=C(C)C=C(C)N=1.CI.FC(F)(F)S(O[Si](C)(C)C)(=O)=O.Cl, predict the reaction product. The product is: [CH:11]1([CH:7]([N:6]2[CH:16]=[CH:15][C:14]([O:21][CH3:22])=[C:3]([C:1]#[N:2])[C:4]2=[O:5])[CH:8]([CH3:9])[CH3:10])[CH2:12][CH2:13]1. (2) Given the reactants F[C:2]1[CH:7]=[CH:6][C:5]([C:8]2[O:9][C:10]3[CH:16]=[CH:15][CH:14]=[CH:13][C:11]=3[N:12]=2)=[CH:4][C:3]=1[N+:17]([O-:19])=[O:18].C(=O)([O-])O.[Na+].[CH3:25][O:26][C:27]1[CH:32]=[CH:31][C:30]([NH2:33])=[CH:29][CH:28]=1, predict the reaction product. The product is: [CH3:25][O:26][C:27]1[CH:32]=[CH:31][C:30]([NH:33][C:2]2[CH:7]=[CH:6][C:5]([C:8]3[O:9][C:10]4[CH:16]=[CH:15][CH:14]=[CH:13][C:11]=4[N:12]=3)=[CH:4][C:3]=2[N+:17]([O-:19])=[O:18])=[CH:29][CH:28]=1. (3) Given the reactants CC(C1C=C(C(C)C)C(C2C=CC=CC=2P([CH:26]2[CH2:31][CH2:30][CH2:29][CH2:28]C2)[CH:30]2[CH2:31][CH2:26]C[CH2:28][CH2:29]2)=C(C(C)C)C=1)C.C(=O)([O-])[O-].[Cs+].[Cs+].Br[C:42]1[CH:47]=[CH:46][C:45]([NH2:48])=[CH:44][C:43]=1[C:49]([F:52])([F:51])[F:50].C1(C#C)CC1, predict the reaction product. The product is: [CH:30]1([C:29]#[C:28][C:42]2[CH:47]=[CH:46][C:45]([NH2:48])=[CH:44][C:43]=2[C:49]([F:52])([F:51])[F:50])[CH2:31][CH2:26]1. (4) The product is: [CH3:12][C:8]1([CH3:13])[CH2:9][C:10](=[O:11])[CH2:5][CH2:6][S:7]1. Given the reactants COC([CH:5]1[C:10](=[O:11])[CH2:9][C:8]([CH3:13])([CH3:12])[S:7][CH2:6]1)=O.COC(C1C(=O)CCSC1(C)C)=O, predict the reaction product. (5) Given the reactants [Cl:1][C:2]1[CH:7]=[C:6]([Cl:8])[CH:5]=[CH:4][C:3]=1[N+:9]([O-:11])=[O:10].[Cl:12][S:13](O)(=[O:15])=[O:14], predict the reaction product. The product is: [Cl:8][C:6]1[CH:7]=[C:2]([Cl:1])[C:3]([N+:9]([O-:11])=[O:10])=[CH:4][C:5]=1[S:13]([Cl:12])(=[O:15])=[O:14]. (6) Given the reactants [Cl:1][C:2]1[N:7]=[CH:6][C:5]([CH:8]([CH2:11][CH2:12][CH2:13][CH2:14][CH2:15][CH3:16])[CH:9]=[O:10])=[CH:4][CH:3]=1.[BH4-].[Na+], predict the reaction product. The product is: [Cl:1][C:2]1[N:7]=[CH:6][C:5]([CH:8]([CH2:11][CH2:12][CH2:13][CH2:14][CH2:15][CH3:16])[CH2:9][OH:10])=[CH:4][CH:3]=1. (7) The product is: [Cl:31][Si:32]([Cl:39])([Cl:38])[CH2:33][CH2:34][Si:35]([Cl:37])([Cl:36])[CH2:14][CH2:15][CH2:16][C:6]12[CH2:12][C:2]3([CH3:1])[CH2:3][CH:4]([CH2:10][C:8]([CH3:11])([CH2:9]3)[CH2:7]1)[CH2:5]2. Given the reactants [CH3:1][C:2]12[CH2:12][CH:6]3[CH2:7][C:8]([CH3:11])([CH2:10][C:4](Br)([CH2:5]3)[CH2:3]1)[CH2:9]2.[CH2:14](Br)[CH:15]=[CH2:16].CC1(C)C2CC3CC(CC1(Br)C3)C2.[Cl:31][Si:32]([Cl:39])([Cl:38])[CH2:33][CH2:34][SiH:35]([Cl:37])[Cl:36], predict the reaction product.